Task: Predict the reaction yield, written as a fraction of the theoretical maximum amount of product (1.0 means a 100% yield; for example, 0.34 means a 34% yield).. Dataset: Reaction yield outcomes from USPTO patents with 853,638 reactions (1) The reactants are [CH2:1]([OH:6])[CH2:2][CH2:3][CH2:4][CH3:5].[C:7]1([CH3:13])[CH:12]=[CH:11][CH:10]=[CH:9][CH:8]=1.C(OOC(C)(C)C)(C)(C)C. No catalyst specified. The product is [C:7]1([CH2:13][O:6][CH2:1][CH2:2][CH2:3][CH2:4][CH3:5])[CH:12]=[CH:11][CH:10]=[CH:9][CH:8]=1. The yield is 0.200. (2) The reactants are C([O:3][C:4](=[O:18])[C:5]([CH3:17])([S:7]([CH2:10][CH:11]1[CH2:16][CH2:15][O:14][CH2:13][CH2:12]1)(=[O:9])=[O:8])[CH3:6])C.[OH-].[Na+].CC(OC)(C)C. The catalyst is C1COCC1. The product is [CH3:17][C:5]([S:7]([CH2:10][CH:11]1[CH2:12][CH2:13][O:14][CH2:15][CH2:16]1)(=[O:9])=[O:8])([CH3:6])[C:4]([OH:18])=[O:3]. The yield is 0.910. (3) The reactants are [OH:1][C:2]1[CH:3]=[C:4]([C:18]([OH:20])=[O:19])[C:5]2[O:9][C:8]([C:10]3[CH:15]=[CH:14][C:13]([OH:16])=[CH:12][CH:11]=3)=[CH:7][C:6]=2[CH:17]=1.Cl.[CH3:22][CH2:23]O. No catalyst specified. The product is [CH2:22]([O:19][C:18]([C:4]1[C:5]2[O:9][C:8]([C:10]3[CH:15]=[CH:14][C:13]([OH:16])=[CH:12][CH:11]=3)=[CH:7][C:6]=2[CH:17]=[C:2]([OH:1])[CH:3]=1)=[O:20])[CH3:23]. The yield is 0.920. (4) The reactants are [Cl:1][C:2]1[CH:7]=[CH:6]N=[C:4]2[CH:8]=[CH:9][S:10][C:3]=12.[CH3:11]CCCCC.[Li]CCCC.Br[C:23]1[N:28]=[C:27]([CH2:29][N:30]([CH2:38][CH2:39][O:40][CH3:41])[C:31](=[O:37])[O:32][C:33]([CH3:36])([CH3:35])[CH3:34])[CH:26]=[CH:25][CH:24]=1. The catalyst is C1COCC1.[Cl-].[Cl-].[Zn+2].C1C=CC([P]([Pd]([P](C2C=CC=CC=2)(C2C=CC=CC=2)C2C=CC=CC=2)([P](C2C=CC=CC=2)(C2C=CC=CC=2)C2C=CC=CC=2)[P](C2C=CC=CC=2)(C2C=CC=CC=2)C2C=CC=CC=2)(C2C=CC=CC=2)C2C=CC=CC=2)=CC=1.CCOCC. The product is [Cl:1][C:2]1[C:3]2[S:10][C:9]([C:23]3[N:28]=[C:27]([CH2:29][N:30]([CH2:38][CH2:39][O:40][CH3:41])[C:31](=[O:37])[O:32][C:33]([CH3:36])([CH3:35])[CH3:34])[CH:26]=[CH:25][CH:24]=3)=[CH:8][C:4]=2[CH:11]=[CH:6][CH:7]=1. The yield is 0.500. (5) The reactants are Cl.[NH2:2][C@H:3]1[CH2:8][CH2:7][C@H:6]([OH:9])[CH2:5][CH2:4]1.[CH2:10](Br)[C:11]1[CH:16]=[CH:15][CH:14]=[CH:13][CH:12]=1.C(=O)([O-])[O-].[K+].[K+]. The catalyst is C(#N)C. The product is [CH2:8]1[CH:3]([N:2]([CH2:10][C:11]2[CH:16]=[CH:15][CH:14]=[CH:13][CH:12]=2)[CH2:10][C:11]2[CH:16]=[CH:15][CH:14]=[CH:13][CH:12]=2)[CH2:4][CH2:5][CH:6]([OH:9])[CH2:7]1. The yield is 0.390. (6) The product is [ClH:25].[F:1][C:2]1[CH:11]=[CH:10][C:5]([C:6]([OH:8])=[O:7])=[CH:4][C:3]=1[N:12]([CH2:17][CH2:18][N:19]1[CH2:20][CH2:21][O:22][CH2:23][CH2:24]1)[S:13]([CH3:16])(=[O:15])=[O:14]. The yield is 0.970. The reactants are [F:1][C:2]1[CH:11]=[CH:10][C:5]([C:6]([O:8]C)=[O:7])=[CH:4][C:3]=1[N:12]([CH2:17][CH2:18][N:19]1[CH2:24][CH2:23][O:22][CH2:21][CH2:20]1)[S:13]([CH3:16])(=[O:15])=[O:14].[ClH:25]. The catalyst is O1CCOCC1. (7) The reactants are [Si:1]([O:8][CH2:9][C:10]1[CH:17]=[CH:16][CH:15]=[C:14]([CH3:18])[C:11]=1[CH2:12][OH:13])([C:4]([CH3:7])([CH3:6])[CH3:5])([CH3:3])[CH3:2].N1C=NN=N1.[CH2:24]([O:27][P:28]([O:36][CH2:37][CH:38]=[CH2:39])N(C(C)C)C(C)C)[CH:25]=[CH2:26].C([O:44]O)(C)(C)C. No catalyst specified. The product is [P:28]([O:13][CH2:12][C:11]1[C:14]([CH3:18])=[CH:15][CH:16]=[CH:17][C:10]=1[CH2:9][O:8][Si:1]([C:4]([CH3:7])([CH3:6])[CH3:5])([CH3:2])[CH3:3])([O:27][CH2:24][CH:25]=[CH2:26])([O:36][CH2:37][CH:38]=[CH2:39])=[O:44]. The yield is 0.740. (8) The reactants are [N:1]1[CH:6]=[CH:5][C:4]([N:7]2[C:15]3[C:10](=[CH:11][C:12]([O:16][C@H:17]([C:21]4[CH:26]=[CH:25][CH:24]=[CH:23][CH:22]=4)[C@H:18]([CH3:20])[NH2:19])=[CH:13][CH:14]=3)[CH:9]=[N:8]2)=[CH:3][CH:2]=1.C(N(CC)CC)C.[O:34]1[CH:38]=[CH:37][CH:36]=[C:35]1[C:39](Cl)=[O:40]. The yield is 0.656. The product is [CH3:20][C@H:18]([NH:19][C:39]([C:35]1[O:34][CH:38]=[CH:37][CH:36]=1)=[O:40])[C@@H:17]([C:21]1[CH:22]=[CH:23][CH:24]=[CH:25][CH:26]=1)[O:16][C:12]1[CH:11]=[C:10]2[C:15](=[CH:14][CH:13]=1)[N:7]([C:4]1[CH:3]=[CH:2][N:1]=[CH:6][CH:5]=1)[N:8]=[CH:9]2. The catalyst is ClCCl. (9) The reactants are [C:1]([O:5][C:6](=[O:21])[NH:7][C:8]1[CH:13]=[CH:12][C:11]([C:14]([CH3:17])([CH3:16])[CH3:15])=[C:10]([N+:18]([O-])=O)[CH:9]=1)([CH3:4])([CH3:3])[CH3:2]. The catalyst is CO.[Pd]. The product is [C:1]([O:5][C:6](=[O:21])[NH:7][C:8]1[CH:13]=[CH:12][C:11]([C:14]([CH3:17])([CH3:16])[CH3:15])=[C:10]([NH2:18])[CH:9]=1)([CH3:4])([CH3:2])[CH3:3]. The yield is 0.930. (10) The reactants are Br[C:2]1[CH:3]=[C:4]([NH:10][C:11]2[CH:16]=[CH:15][C:14]([N:17]3[CH:22]4[CH2:23][CH2:24][CH:18]3[CH2:19][N:20]([CH:25]3[CH2:28][O:27][CH2:26]3)[CH2:21]4)=[CH:13][N:12]=2)[C:5](=[O:9])[N:6]([CH3:8])[CH:7]=1.[C:29]([O:32][CH2:33][C:34]1[C:35]([N:43]2[CH2:55][CH2:54][N:46]3[C:47]4[CH2:48][CH2:49][CH2:50][CH2:51][C:52]=4[CH:53]=[C:45]3[C:44]2=[O:56])=[N:36][CH:37]=[CH:38][C:39]=1B(O)O)(=[O:31])[CH3:30].[O-]P([O-])([O-])=O.[K+].[K+].[K+].C([O-])(=O)C.[Na+]. The catalyst is O.C1C=CC(P(C2C=CC=CC=2)[C-]2C=CC=C2)=CC=1.C1C=CC(P(C2C=CC=CC=2)[C-]2C=CC=C2)=CC=1.Cl[Pd]Cl.[Fe+2].C(#N)C. The product is [C:29]([O:32][CH2:33][C:34]1[C:35]([N:43]2[CH2:55][CH2:54][N:46]3[C:47]4[CH2:48][CH2:49][CH2:50][CH2:51][C:52]=4[CH:53]=[C:45]3[C:44]2=[O:56])=[N:36][CH:37]=[CH:38][C:39]=1[C:2]1[CH:3]=[C:4]([NH:10][C:11]2[CH:16]=[CH:15][C:14]([N:17]3[CH:22]4[CH2:23][CH2:24][CH:18]3[CH2:19][N:20]([CH:25]3[CH2:28][O:27][CH2:26]3)[CH2:21]4)=[CH:13][N:12]=2)[C:5](=[O:9])[N:6]([CH3:8])[CH:7]=1)(=[O:31])[CH3:30]. The yield is 0.420.